This data is from Reaction yield outcomes from USPTO patents with 853,638 reactions. The task is: Predict the reaction yield, written as a fraction of the theoretical maximum amount of product (1.0 means a 100% yield; for example, 0.34 means a 34% yield). (1) The reactants are [CH3:1][C:2]1([CH3:16])[C:6]([CH3:8])([CH3:7])[O:5][B:4]([C:9]2[CH:10]=[C:11]([CH:13]=[CH:14][CH:15]=2)[NH2:12])[O:3]1.[CH3:17][O:18][C:19]1[CH:24]=[C:23]([O:25][CH3:26])[CH:22]=[CH:21][C:20]=1[S:27](Cl)(=[O:29])=[O:28]. No catalyst specified. The product is [CH3:17][O:18][C:19]1[CH:24]=[C:23]([O:25][CH3:26])[CH:22]=[CH:21][C:20]=1[S:27]([NH:12][C:11]1[CH:13]=[CH:14][CH:15]=[C:9]([B:4]2[O:3][C:2]([CH3:16])([CH3:1])[C:6]([CH3:7])([CH3:8])[O:5]2)[CH:10]=1)(=[O:28])=[O:29]. The yield is 0.770. (2) The reactants are II.[C:3]([O:7][C:8]([NH:10][C@@H:11]([CH2:16]I)[C:12]([O:14][CH3:15])=[O:13])=[O:9])([CH3:6])([CH3:5])[CH3:4].Br[C:19]1[CH:24]=[CH:23][C:22]([C:25]2[N:26]([CH2:44][O:45][CH2:46][CH2:47][Si:48]([CH3:51])([CH3:50])[CH3:49])[C:27](C3C=CC(OCCCCCCC)=CC=3)=[CH:28][N:29]=2)=[CH:21][CH:20]=1.C1(P(C2CCCCC2)C2C=CC=CC=2[C:65]2[C:70]([O:71][CH3:72])=[CH:69][CH:68]=[CH:67][C:66]=2OC)CCCCC1. The catalyst is CN(C=O)C.[Zn].C1C=CC(/C=C/C(/C=C/C2C=CC=CC=2)=O)=CC=1.C1C=CC(/C=C/C(/C=C/C2C=CC=CC=2)=O)=CC=1.C1C=CC(/C=C/C(/C=C/C2C=CC=CC=2)=O)=CC=1.[Pd].[Pd]. The product is [C:3]([O:7][C:8]([NH:10][C@@H:11]([CH2:16][C:19]1[CH:20]=[CH:21][C:22]([C:25]2[N:26]([CH2:44][O:45][CH2:46][CH2:47][Si:48]([CH3:51])([CH3:49])[CH3:50])[CH:27]=[C:28]([C:67]3[CH:66]=[CH:65][C:70]([O:71][CH2:72][CH2:23][CH2:24][CH2:19][CH2:20][CH2:21][CH3:22])=[CH:69][CH:68]=3)[N:29]=2)=[CH:23][CH:24]=1)[C:12]([O:14][CH3:15])=[O:13])=[O:9])([CH3:6])([CH3:5])[CH3:4]. The yield is 0.250. (3) The reactants are Cl.[NH2:2][C@@H:3]1[C:11]2[C:6](=[C:7]([C:12]3[S:16][C:15]([C:17]4[CH:18]=[CH:19][C:20]([O:25][CH:26]([CH3:28])[CH3:27])=[C:21]([CH:24]=4)[C:22]#[N:23])=[N:14][N:13]=3)[CH:8]=[CH:9][CH:10]=2)[CH2:5][CH2:4]1.[NH:29]1[CH:33]=[CH:32][N:31]=[C:30]1[CH:34]=O.[BH4-].[Na+]. The catalyst is CO.C(O)(=O)C. The product is [NH:29]1[CH:33]=[CH:32][N:31]=[C:30]1[CH2:34][NH:2][C@@H:3]1[C:11]2[C:6](=[C:7]([C:12]3[S:16][C:15]([C:17]4[CH:18]=[CH:19][C:20]([O:25][CH:26]([CH3:28])[CH3:27])=[C:21]([CH:24]=4)[C:22]#[N:23])=[N:14][N:13]=3)[CH:8]=[CH:9][CH:10]=2)[CH2:5][CH2:4]1. The yield is 0.810.